Dataset: Full USPTO retrosynthesis dataset with 1.9M reactions from patents (1976-2016). Task: Predict the reactants needed to synthesize the given product. (1) Given the product [Cl:19][C:16]1[C:17]2[C:12](=[CH:11][C:10]([C:21]3[N:22]=[N:23][C:24]([N:27]([CH3:38])[CH:28]4[CH2:29][C:30]([CH3:36])([CH3:37])[NH:31][C:32]([CH3:35])([CH3:34])[CH2:33]4)=[CH:25][CH:26]=3)=[C:9]([OH:8])[CH:18]=2)[CH:13]=[CH:14][C:15]=1[OH:20], predict the reactants needed to synthesize it. The reactants are: C([O:8][C:9]1[CH:18]=[C:17]2[C:12]([CH:13]=[CH:14][C:15]([OH:20])=[C:16]2[Cl:19])=[CH:11][C:10]=1[C:21]1[N:22]=[N:23][C:24]([N:27]([CH3:38])[CH:28]2[CH2:33][C:32]([CH3:35])([CH3:34])[NH:31][C:30]([CH3:37])([CH3:36])[CH2:29]2)=[CH:25][CH:26]=1)C1C=CC=CC=1.B(Br)(Br)Br. (2) Given the product [NH2:1][C:2]1[CH:10]=[CH:9][CH:8]=[C:7]2[C:3]=1[C:4](=[O:28])[N:5]([CH:12]([C:17]1[CH:22]=[CH:21][C:20]([O:23][CH3:24])=[C:19]([O:25][CH2:26][CH3:27])[CH:18]=1)[CH2:13][C:14](=[O:16])[CH3:15])[C:6]2=[O:11], predict the reactants needed to synthesize it. The reactants are: [NH2:1][C:2]1[CH:10]=[CH:9][CH:8]=[C:7]2[C:3]=1[C:4](=[O:28])[N:5]([CH:12]([C:17]1[CH:22]=[CH:21][C:20]([O:23][CH3:24])=[C:19]([O:25][CH2:26][CH3:27])[CH:18]=1)[CH2:13][CH:14]([OH:16])[CH3:15])[C:6]2=[O:11].[Cr](Cl)([O-])(=O)=O.[NH+]1C=CC=CC=1.